From a dataset of Forward reaction prediction with 1.9M reactions from USPTO patents (1976-2016). Predict the product of the given reaction. (1) Given the reactants [CH3:1][C:2]([NH:10][CH2:11][CH2:12][CH2:13][CH2:14][N:15]1[C:23](=[O:24])[C:22]2[C:17](=[CH:18][CH:19]=[CH:20][CH:21]=2)[C:16]1=[O:25])([C:4]1[CH:9]=[CH:8][CH:7]=[CH:6][N:5]=1)[CH3:3].[C:26]([O:30][C:31]([N:33]1[C:37]2[CH:38]=[CH:39][CH:40]=[CH:41][C:36]=2[N:35]=[C:34]1[CH2:42]Cl)=[O:32])([CH3:29])([CH3:28])[CH3:27], predict the reaction product. The product is: [C:26]([O:30][C:31]([N:33]1[C:37]2[CH:38]=[CH:39][CH:40]=[CH:41][C:36]=2[N:35]=[C:34]1[CH2:42][N:10]([CH2:11][CH2:12][CH2:13][CH2:14][N:15]1[C:23](=[O:24])[C:22]2[C:17](=[CH:18][CH:19]=[CH:20][CH:21]=2)[C:16]1=[O:25])[C:2]([CH3:1])([C:4]1[CH:9]=[CH:8][CH:7]=[CH:6][N:5]=1)[CH3:3])=[O:32])([CH3:29])([CH3:28])[CH3:27]. (2) Given the reactants [CH3:1][C@H:2]([O:6][C:7]1[CH:8]=[C:9]([C:21]([NH:23][C:24]2[CH:28]=[CH:27][N:26]([C:29]([O:31][C:32]([CH3:35])([CH3:34])[CH3:33])=[O:30])[N:25]=2)=[O:22])[CH:10]=[C:11]([O:13]CC2C=CC=CC=2)[CH:12]=1)[CH2:3][O:4][CH3:5], predict the reaction product. The product is: [OH:13][C:11]1[CH:10]=[C:9]([C:21]([NH:23][C:24]2[CH:28]=[CH:27][N:26]([C:29]([O:31][C:32]([CH3:33])([CH3:35])[CH3:34])=[O:30])[N:25]=2)=[O:22])[CH:8]=[C:7]([O:6][C@@H:2]([CH3:1])[CH2:3][O:4][CH3:5])[CH:12]=1. (3) Given the reactants [CH3:1][O:2][C:3]1[C:11]2[O:10][CH:9]([CH3:12])[CH2:8][C:7]=2[C:6]([CH3:13])=[C:5]([N:14]2[CH2:19][CH2:18][NH:17][CH2:16][CH2:15]2)[C:4]=1[CH3:20].Br[C:22]1[CH:27]=[CH:26][C:25]([C:28]([F:31])([F:30])[F:29])=[CH:24][CH:23]=1, predict the reaction product. The product is: [CH3:1][O:2][C:3]1[C:11]2[O:10][CH:9]([CH3:12])[CH2:8][C:7]=2[C:6]([CH3:13])=[C:5]([N:14]2[CH2:19][CH2:18][N:17]([C:22]3[CH:27]=[CH:26][C:25]([C:28]([F:31])([F:30])[F:29])=[CH:24][CH:23]=3)[CH2:16][CH2:15]2)[C:4]=1[CH3:20]. (4) Given the reactants Br[C:2]1[CH:7]=[CH:6][C:5]([C:8]([C:10]2[CH:15]=[CH:14][C:13]([Cl:16])=[CH:12][CH:11]=2)=[O:9])=[CH:4][CH:3]=1.[CH:17]([Mg]Cl)([CH3:19])[CH3:18], predict the reaction product. The product is: [Cl:16][C:13]1[CH:14]=[CH:15][C:10]([C:8]([C:5]2[CH:6]=[CH:7][C:2]([CH:17]([CH3:19])[CH3:18])=[CH:3][CH:4]=2)=[O:9])=[CH:11][CH:12]=1. (5) Given the reactants [F:1][C:2]([F:18])([P:10](=[O:17])([O:14][CH2:15][CH3:16])[O:11][CH2:12][CH3:13])[C:3]1[CH:8]=[CH:7][C:6](I)=[CH:5][CH:4]=1.[CH2:19]([OH:22])[CH:20]=[CH2:21].C1(P(C2C=CC=CC=2)C2C=CC=CC=2)C=CC=CC=1, predict the reaction product. The product is: [F:1][C:2]([F:18])([P:10](=[O:17])([O:14][CH2:15][CH3:16])[O:11][CH2:12][CH3:13])[C:3]1[CH:8]=[CH:7][C:6](/[CH:21]=[CH:20]/[CH2:19][OH:22])=[CH:5][CH:4]=1.